Task: Regression. Given two drug SMILES strings and cell line genomic features, predict the synergy score measuring deviation from expected non-interaction effect.. Dataset: NCI-60 drug combinations with 297,098 pairs across 59 cell lines Synergy scores: CSS=16.7, Synergy_ZIP=2.99, Synergy_Bliss=2.28, Synergy_Loewe=-31.0, Synergy_HSA=-0.966. Cell line: SF-268. Drug 2: C1CN1P(=S)(N2CC2)N3CC3. Drug 1: CCCS(=O)(=O)NC1=C(C(=C(C=C1)F)C(=O)C2=CNC3=C2C=C(C=N3)C4=CC=C(C=C4)Cl)F.